Predict which catalyst facilitates the given reaction. From a dataset of Catalyst prediction with 721,799 reactions and 888 catalyst types from USPTO. (1) Product: [N:32]1[CH:31]=[CH:30][N:27]2[CH:28]=[CH:29][C:24]([C:8]3[CH:9]=[C:10]4[C:5]([C:4]([CH3:20])([CH3:21])[C:3](=[O:22])[N:2]4[CH3:1])=[CH:6][CH:7]=3)=[CH:25][C:26]=12. Reactant: [CH3:1][N:2]1[C:10]2[C:5](=[CH:6][CH:7]=[C:8](B3OC(C)(C)C(C)(C)O3)[CH:9]=2)[C:4]([CH3:21])([CH3:20])[C:3]1=[O:22].Br[C:24]1[CH:29]=[CH:28][N:27]2[CH:30]=[CH:31][N:32]=[C:26]2[CH:25]=1.C([O-])([O-])=O.[Na+].[Na+]. The catalyst class is: 75. (2) Reactant: [CH3:1][O:2][C:3]([C:5]1[CH:9]=[CH:8][S:7][C:6]=1[CH3:10])=[O:4].[Br:11]N1C(=O)CCC1=O.O.CCCCCC. Product: [CH3:1][O:2][C:3]([C:5]1[CH:9]=[C:8]([Br:11])[S:7][C:6]=1[CH3:10])=[O:4]. The catalyst class is: 9. (3) Reactant: [Br:1][C:2]1[CH:3]=[C:4]2[C:9](=[CH:10][C:11]=1[Cl:12])[N:8]=[C:7]([CH3:13])[N:6]=[C:5]2[N:14]1[CH2:19][CH2:18][N:17]([C:20]([O:22][C:23]([CH3:26])([CH3:25])[CH3:24])=[O:21])[CH:16]([C:27]([OH:29])=O)[CH2:15]1.CC[N:32](CC)CC.ClC(OCC)=O.N.O. Product: [Br:1][C:2]1[CH:3]=[C:4]2[C:9](=[CH:10][C:11]=1[Cl:12])[N:8]=[C:7]([CH3:13])[N:6]=[C:5]2[N:14]1[CH2:19][CH2:18][N:17]([C:20]([O:22][C:23]([CH3:24])([CH3:26])[CH3:25])=[O:21])[CH:16]([C:27](=[O:29])[NH2:32])[CH2:15]1. The catalyst class is: 1. (4) Product: [C:18](=[O:28])([S:26][CH3:27])[O:19][O:20][CH:21]([O:6][C:1](=[O:5])[CH:2]([CH3:4])[CH3:3])[CH:22]([CH3:24])[CH3:23]. The catalyst class is: 25. Reactant: [C:1]([O-:6])(=[O:5])[CH:2]([CH3:4])[CH3:3].C[N+](C)(C)C.C(O)(=O)C(C)C.[C:18](=[O:28])([S:26][CH3:27])[O:19][O:20][CH:21](Cl)[CH:22]([CH3:24])[CH3:23].